From a dataset of Reaction yield outcomes from USPTO patents with 853,638 reactions. Predict the reaction yield, written as a fraction of the theoretical maximum amount of product (1.0 means a 100% yield; for example, 0.34 means a 34% yield). (1) The reactants are [C:1]([O:5][C:6]([N:8]1[CH2:12][CH2:11][C@@H:10]([N:13]2[C:21](=O)[C:20]3[C:15](=[CH:16][CH:17]=[C:18]([Cl:23])[CH:19]=3)[C:14]2=O)[CH2:9]1)=[O:7])([CH3:4])([CH3:3])[CH3:2].[H-].[H-].[H-].[H-].[Li+].[Al+3].[Al+3].[Cl-].[Cl-].[Cl-]. The catalyst is CCOCC. The product is [C:1]([O:5][C:6]([N:8]1[CH2:12][CH2:11][C@@H:10]([N:13]2[CH2:21][C:20]3[C:15](=[CH:16][CH:17]=[C:18]([Cl:23])[CH:19]=3)[CH2:14]2)[CH2:9]1)=[O:7])([CH3:4])([CH3:2])[CH3:3]. The yield is 0.410. (2) The reactants are C([N:8]1[C:31]([CH3:33])([CH3:32])[CH2:30][O:29][C:10]2([CH2:15][CH2:14][N:13]([C:16]([C:18]3[CH:23]=[CH:22][C:21]([O:24][CH:25]([CH3:27])[CH3:26])=[C:20]([CH3:28])[CH:19]=3)=[O:17])[CH2:12][CH2:11]2)[CH2:9]1)C1C=CC=CC=1.C([O-])=O.[NH4+]. The catalyst is C(O)C.[OH-].[OH-].[Pd+2]. The product is [CH3:33][C:31]1([CH3:32])[CH2:30][O:29][C:10]2([CH2:11][CH2:12][N:13]([C:16]([C:18]3[CH:23]=[CH:22][C:21]([O:24][CH:25]([CH3:27])[CH3:26])=[C:20]([CH3:28])[CH:19]=3)=[O:17])[CH2:14][CH2:15]2)[CH2:9][NH:8]1. The yield is 0.980. (3) The reactants are [CH2:1]([C@@H:8]1[CH2:12][O:11][C:10](=[O:13])[N:9]1[C:14](=[O:36])[CH:15]([CH2:19][C:20]1[C:25]([Cl:26])=[CH:24][C:23]([O:27][CH2:28][C:29]2[CH:34]=[CH:33][CH:32]=[CH:31][CH:30]=2)=[CH:22][C:21]=1[Cl:35])[CH2:16][CH:17]=C)[C:2]1[CH:7]=[CH:6][CH:5]=[CH:4][CH:3]=1.C1C[O:40]CC1.C(O)(C)(C)C.I([O-])(=O)(=O)=O.[Na+]. The catalyst is [Os](=O)(=O)(=O)=O.O. The product is [CH2:1]([C@@H:8]1[CH2:12][O:11][C:10](=[O:13])[N:9]1[C:14](=[O:36])[CH:15]([CH2:19][C:20]1[C:25]([Cl:26])=[CH:24][C:23]([O:27][CH2:28][C:29]2[CH:34]=[CH:33][CH:32]=[CH:31][CH:30]=2)=[CH:22][C:21]=1[Cl:35])[CH2:16][CH:17]=[O:40])[C:2]1[CH:3]=[CH:4][CH:5]=[CH:6][CH:7]=1. The yield is 0.480. (4) The reactants are [F:1][CH2:2][CH2:3][CH2:4][C:5]1[CH:10]=[CH:9][C:8]([C:11]2[CH:12]=[N:13][CH:14]=[CH:15][C:16]=2[N+:17]([O-])=O)=[CH:7][CH:6]=1. The catalyst is P(OCC)(OCC)(OCC)=O. The product is [F:1][CH2:2][CH2:3][CH2:4][C:5]1[CH:10]=[CH:9][C:8]2[C:11]3[CH:12]=[N:13][CH:14]=[CH:15][C:16]=3[NH:17][C:7]=2[CH:6]=1. The yield is 0.280. (5) The reactants are [F:1][C:2]1[CH:7]=[C:6]([F:8])[CH:5]=[CH:4][C:3]=1[OH:9].C1C=CC(P(C2C=CC=CC=2)C2C=CC=CC=2)=CC=1.O[CH:30]1[CH2:35][CH2:34][N:33]([C:36]([O:38][C:39]([CH3:42])([CH3:41])[CH3:40])=[O:37])[CH2:32][CH2:31]1.CCOC(/N=N/C(OCC)=O)=O. The catalyst is C1COCC1.O. The product is [F:1][C:2]1[CH:7]=[C:6]([F:8])[CH:5]=[CH:4][C:3]=1[O:9][CH:30]1[CH2:35][CH2:34][N:33]([C:36]([O:38][C:39]([CH3:42])([CH3:41])[CH3:40])=[O:37])[CH2:32][CH2:31]1. The yield is 0.830.